Dataset: NCI-60 drug combinations with 297,098 pairs across 59 cell lines. Task: Regression. Given two drug SMILES strings and cell line genomic features, predict the synergy score measuring deviation from expected non-interaction effect. (1) Drug 2: CN(C(=O)NC(C=O)C(C(C(CO)O)O)O)N=O. Cell line: SNB-19. Synergy scores: CSS=18.4, Synergy_ZIP=0.298, Synergy_Bliss=5.35, Synergy_Loewe=-85.4, Synergy_HSA=3.35. Drug 1: CC1CCC2CC(C(=CC=CC=CC(CC(C(=O)C(C(C(=CC(C(=O)CC(OC(=O)C3CCCCN3C(=O)C(=O)C1(O2)O)C(C)CC4CCC(C(C4)OC)OCCO)C)C)O)OC)C)C)C)OC. (2) Drug 1: CC12CCC(CC1=CCC3C2CCC4(C3CC=C4C5=CN=CC=C5)C)O. Drug 2: CS(=O)(=O)CCNCC1=CC=C(O1)C2=CC3=C(C=C2)N=CN=C3NC4=CC(=C(C=C4)OCC5=CC(=CC=C5)F)Cl. Cell line: SNB-19. Synergy scores: CSS=1.45, Synergy_ZIP=-0.721, Synergy_Bliss=-2.30, Synergy_Loewe=-2.64, Synergy_HSA=-2.33.